Dataset: Reaction yield outcomes from USPTO patents with 853,638 reactions. Task: Predict the reaction yield, written as a fraction of the theoretical maximum amount of product (1.0 means a 100% yield; for example, 0.34 means a 34% yield). (1) The reactants are Cl[C:2]1[CH:3]=[CH:4][C:5]2[N:6]([CH:8]=[C:9]([NH:11][C:12](=[O:14])[CH3:13])[N:10]=2)[N:7]=1.B1(B2OC(C)(C)C(C)(C)O2)OC(C)(C)C(C)(C)O1.CS(C)=O.C([O-])(=O)C.[K+].Br[C:43]1[CH:44]=[C:45]([NH:50][S:51]([CH3:54])(=[O:53])=[O:52])[C:46]([Cl:49])=[N:47][CH:48]=1.C(=O)([O-])[O-].[Na+].[Na+].C([O-])(=O)C.[Na+]. The catalyst is O.C1C=CC(P(C2C=CC=CC=2)[C-]2C=CC=C2)=CC=1.C1C=CC(P(C2C=CC=CC=2)[C-]2C=CC=C2)=CC=1.Cl[Pd]Cl.[Fe+2]. The product is [Cl:49][C:46]1[N:47]=[CH:48][C:43]([C:2]2[CH:3]=[CH:4][C:5]3[N:6]([CH:8]=[C:9]([NH:11][C:12](=[O:14])[CH3:13])[N:10]=3)[N:7]=2)=[CH:44][C:45]=1[NH:50][S:51]([CH3:54])(=[O:53])=[O:52]. The yield is 0.310. (2) The reactants are [C:1]([C:6]1[S:10][C:9]([C:11]2[CH:19]=[CH:18][C:14]([C:15]([OH:17])=O)=[CH:13][CH:12]=2)=[CH:8][CH:7]=1)(=[O:5])[CH:2]([CH3:4])[CH3:3].[Li].CCN=C=NCCCN(C)C.Cl.C1C=CC2N(O)N=NC=2C=1.CCN(C(C)C)C(C)C.[NH:52]1[CH2:56][CH2:55][CH2:54][C@H:53]1[CH2:57][N:58]1[CH2:62][CH2:61][CH2:60][CH2:59]1. The catalyst is CN(C=O)C.ClCCl. The product is [CH3:4][CH:2]([CH3:3])[C:1]([C:6]1[S:10][C:9]([C:11]2[CH:12]=[CH:13][C:14]([C:15]([N:52]3[CH2:56][CH2:55][CH2:54][C@H:53]3[CH2:57][N:58]3[CH2:62][CH2:61][CH2:60][CH2:59]3)=[O:17])=[CH:18][CH:19]=2)=[CH:8][CH:7]=1)=[O:5]. The yield is 0.710. (3) The reactants are Cl[CH2:2][C:3]([C:5]1[CH:15]=[CH:14][C:8]2[O:9][CH2:10][C:11](=[O:13])[NH:12][C:7]=2[CH:6]=1)=O.[F:16][C:17]1[CH:22]=[CH:21][C:20]([CH2:23][C:24]([OH:26])=[O:25])=[CH:19][CH:18]=1.C(N(CC)CC)C.C1CCN2C(=NCCC2)CC1. The catalyst is CN(C=O)C.C(Cl)Cl.CCOC(C)=O.CCOCC. The product is [F:16][C:17]1[CH:18]=[CH:19][C:20]([C:23]2[C:24](=[O:26])[O:25][CH2:2][C:3]=2[C:5]2[CH:15]=[CH:14][C:8]3[O:9][CH2:10][C:11](=[O:13])[NH:12][C:7]=3[CH:6]=2)=[CH:21][CH:22]=1. The yield is 0.670. (4) The reactants are Cl[C:2]1[N:7]=[C:6]([NH:8][CH2:9][C:10]2[CH:15]=[CH:14][C:13]([O:16][CH3:17])=[C:12]([O:18][CH:19]3[CH2:23][CH2:22][CH2:21][CH2:20]3)[CH:11]=2)[CH:5]=[N:4][CH:3]=1.B([C:27]1[CH:38]=[CH:37][C:30]([CH2:31][C@@H:32]([C:34]([OH:36])=[O:35])[NH2:33])=[CH:29][CH:28]=1)(O)O.C(=O)([O-])[O-].[Na+].[Na+]. The catalyst is Cl[Pd](Cl)([P](C1C=CC=CC=1)(C1C=CC=CC=1)C1C=CC=CC=1)[P](C1C=CC=CC=1)(C1C=CC=CC=1)C1C=CC=CC=1.C(#N)C. The product is [NH2:33][CH:32]([CH2:31][C:30]1[CH:37]=[CH:38][C:27]([C:2]2[CH:3]=[N:4][CH:5]=[C:6]([NH:8][CH2:9][C:10]3[CH:15]=[CH:14][C:13]([O:16][CH3:17])=[C:12]([O:18][CH:19]4[CH2:23][CH2:22][CH2:21][CH2:20]4)[CH:11]=3)[N:7]=2)=[CH:28][CH:29]=1)[C:34]([OH:36])=[O:35]. The yield is 0.0600. (5) The reactants are [C:1]([O:5][C:6]([N:8]1[C:12]2[CH:13]=[CH:14][CH:15]=[CH:16][C:11]=2[N:10]=[C:9]1[C:17]1[CH:22]=[C:21](Br)[CH:20]=[CH:19][C:18]=1[Cl:24])=[O:7])([CH3:4])([CH3:3])[CH3:2].[CH2:25]([O:27][C:28](=[O:35])[C@@H:29]1[CH2:34][CH2:33][CH2:32][NH:31][CH2:30]1)[CH3:26].C(=O)([O-])[O-].[Cs+].[Cs+].C1C=CC(P(C2C(C3C(P(C4C=CC=CC=4)C4C=CC=CC=4)=CC=C4C=3C=CC=C4)=C3C(C=CC=C3)=CC=2)C2C=CC=CC=2)=CC=1. The catalyst is C([O-])(=O)C.[Pd+2].C([O-])(=O)C.C1(C)C=CC=CC=1. The product is [C:1]([O:5][C:6]([N:8]1[C:12]2[CH:13]=[CH:14][CH:15]=[CH:16][C:11]=2[N:10]=[C:9]1[C:17]1[CH:22]=[C:21]([N:31]2[CH2:32][CH2:33][CH2:34][C@@H:29]([C:28]([O:27][CH2:25][CH3:26])=[O:35])[CH2:30]2)[CH:20]=[CH:19][C:18]=1[Cl:24])=[O:7])([CH3:4])([CH3:3])[CH3:2]. The yield is 0.740. (6) The reactants are [F:1][C:2]1[CH:10]=[CH:9][C:8]2[NH:7][C:6]3[CH:11]=[N:12][N:13](C4CCCCO4)[C:5]=3[C:4]=2[CH:3]=1.Br[C:21]1[C:22]([CH3:34])=[N:23][C:24]([N:27]2[CH2:32][CH2:31][N:30]([CH3:33])[CH2:29][CH2:28]2)=[N:25][CH:26]=1.C([O-])([O-])=O.[Cs+].[Cs+].CN(C=O)C. The catalyst is CO.Cl.[Cu]I. The product is [F:1][C:2]1[CH:10]=[CH:9][C:8]2[N:7]([C:21]3[C:22]([CH3:34])=[N:23][C:24]([N:27]4[CH2:32][CH2:31][N:30]([CH3:33])[CH2:29][CH2:28]4)=[N:25][CH:26]=3)[C:6]3[CH:11]=[N:12][NH:13][C:5]=3[C:4]=2[CH:3]=1. The yield is 0.140. (7) The catalyst is C1COCC1. The reactants are [CH3:1][CH2:2][O:3][C:4]([CH:6](P(OCC)(OCC)=O)[CH3:7])=[O:5].CC(C)([O-])C.[K+].[O:22]1[CH2:25][C:24](=O)[CH2:23]1. The yield is 0.310. The product is [O:22]1[CH2:25][C:24](=[C:6]([CH3:7])[C:4]([O:3][CH2:2][CH3:1])=[O:5])[CH2:23]1.